Dataset: Full USPTO retrosynthesis dataset with 1.9M reactions from patents (1976-2016). Task: Predict the reactants needed to synthesize the given product. (1) Given the product [C:1]1([S:7]([C:9]2[CH:17]=[CH:16][C:12]([C:13]([OH:15])=[O:14])=[CH:11][CH:10]=2)(=[O:20])=[O:8])[CH:2]=[CH:3][CH:4]=[CH:5][CH:6]=1, predict the reactants needed to synthesize it. The reactants are: [C:1]1([S:7]([C:9]2[CH:17]=[CH:16][C:12]([C:13]([OH:15])=[O:14])=[CH:11][CH:10]=2)=[O:8])[CH:6]=[CH:5][CH:4]=[CH:3][CH:2]=1.Cl.Cl[O-:20].[Na+]. (2) Given the product [OH:38][CH2:37][CH2:36][NH:1][C:2]1[CH:3]=[C:4]([N:8]2[CH2:9][CH2:10][N:11]([C:14]([C:16]3[N:17]([C:22]4[CH:23]=[CH:24][CH:25]=[CH:26][CH:27]=4)[N:18]=[C:19]([CH3:21])[CH:20]=3)=[O:15])[CH2:12][CH2:13]2)[CH:5]=[CH:6][CH:7]=1, predict the reactants needed to synthesize it. The reactants are: [NH2:1][C:2]1[CH:3]=[C:4]([N:8]2[CH2:13][CH2:12][N:11]([C:14]([C:16]3[N:17]([C:22]4[CH:27]=[CH:26][CH:25]=[CH:24][CH:23]=4)[N:18]=[C:19]([CH3:21])[CH:20]=3)=[O:15])[CH2:10][CH2:9]2)[CH:5]=[CH:6][CH:7]=1.C(N(CC)CC)C.I[CH2:36][CH2:37][OH:38].C(OCC)(=O)C. (3) Given the product [C:33]([C:32]1[CH:35]=[C:36]([F:39])[CH:37]=[CH:38][C:31]=1[NH:30][C:27]1[CH:28]=[CH:29][C:24]([CH2:23][NH:22][C:12]([C:9]2([NH:8][C:6](=[O:7])[O:5][C:1]([CH3:2])([CH3:3])[CH3:4])[CH2:10][CH2:11]2)=[O:14])=[CH:25][CH:26]=1)#[N:34], predict the reactants needed to synthesize it. The reactants are: [C:1]([O:5][C:6]([NH:8][C:9]1([C:12]([OH:14])=O)[CH2:11][CH2:10]1)=[O:7])([CH3:4])([CH3:3])[CH3:2].FC(F)(F)C(O)=O.[NH2:22][CH2:23][C:24]1[CH:29]=[CH:28][C:27]([NH:30][C:31]2[CH:38]=[CH:37][C:36]([F:39])=[CH:35][C:32]=2[C:33]#[N:34])=[CH:26][CH:25]=1.